From a dataset of Forward reaction prediction with 1.9M reactions from USPTO patents (1976-2016). Predict the product of the given reaction. Given the reactants [F:1][C:2]1[CH:3]=[C:4]([N+:13]([O-])=O)[CH:5]=[C:6]([F:12])[C:7]=1[O:8][CH2:9][O:10][CH3:11], predict the reaction product. The product is: [NH2:13][C:4]1[CH:5]=[C:6]([F:12])[C:7]([O:8][CH2:9][O:10][CH3:11])=[C:2]([F:1])[CH:3]=1.